From a dataset of Full USPTO retrosynthesis dataset with 1.9M reactions from patents (1976-2016). Predict the reactants needed to synthesize the given product. Given the product [CH:29]1([CH2:28][CH:27]([N:4]2[C:3](=[O:15])[CH:2]=[C:7]([O:23][C:18]3[CH:19]=[CH:20][CH:21]=[CH:22][C:17]=3[CH3:16])[CH:6]=[N:5]2)[C:26]([OH:25])=[O:35])[CH2:33][CH2:32][CH2:31][CH2:30]1, predict the reactants needed to synthesize it. The reactants are: Cl[C:2]1[C:3](=[O:15])[N:4](C2CCCCO2)[N:5]=[CH:6][C:7]=1Cl.[CH3:16][C:17]1[CH:22]=[CH:21][CH:20]=[CH:19][C:18]=1[OH:23].C[O:25][C:26](=[O:35])[CH:27](Br)[CH2:28][CH:29]1[CH2:33][CH2:32][CH2:31][CH2:30]1.